Dataset: Catalyst prediction with 721,799 reactions and 888 catalyst types from USPTO. Task: Predict which catalyst facilitates the given reaction. (1) Reactant: [S:1]1[CH:5]=[C:4]([C:6]([OH:8])=O)[CH:3]=[N:2]1.CN(C=O)C.C(Cl)(=O)C(Cl)=O.Cl.[CH3:21][O:22][NH:23][CH3:24].C([O-])([O-])=O.[K+].[K+]. Product: [CH3:21][O:22][N:23]([CH3:24])[C:6]([C:4]1[CH:3]=[N:2][S:1][CH:5]=1)=[O:8]. The catalyst class is: 34. (2) Reactant: [NH2:1][C@@H:2]([CH2:6][CH:7]1[CH2:12][CH2:11][NH:10][CH2:9][CH2:8]1)[C:3]([OH:5])=[O:4].[CH3:13][C:14]([O:17][C:18](O[C:18]([O:17][C:14]([CH3:16])([CH3:15])[CH3:13])=[O:19])=[O:19])([CH3:16])[CH3:15]. Product: [C:14]([O:17][C:18]([NH:1][C@@H:2]([CH2:6][CH:7]1[CH2:8][CH2:9][N:10]([C:18]([O:17][C:14]([CH3:16])([CH3:15])[CH3:13])=[O:19])[CH2:11][CH2:12]1)[C:3]([OH:5])=[O:4])=[O:19])([CH3:16])([CH3:15])[CH3:13]. The catalyst class is: 2. (3) Reactant: COCOC[CH:6]([C:13]1[CH:18]=[CH:17][CH:16]=[CH:15][C:14]=1[B:19]1[O:23][C:22](C)(C)C(C)(C)[O:20]1)[C:7]1[CH:12]=[CH:11][CH:10]=[CH:9][CH:8]=1.Cl. Product: [C:7]1([CH:6]2[CH2:22][O:23][B:19]([OH:20])[C:14]3[CH:15]=[CH:16][CH:17]=[CH:18][C:13]2=3)[CH:8]=[CH:9][CH:10]=[CH:11][CH:12]=1. The catalyst class is: 5. (4) Product: [F:7][C:8]([C:18]1[CH:23]=[CH:22][C:21]([C:24]2[CH:32]=[CH:31][C:27]([C:28]([NH:40][CH3:39])=[O:29])=[CH:26][CH:25]=2)=[CH:20][CH:19]=1)([CH3:17])[CH2:9][NH:10][S:11]([CH:14]([CH3:16])[CH3:15])(=[O:13])=[O:12]. The catalyst class is: 59. Reactant: C(Cl)(=O)C(Cl)=O.[F:7][C:8]([C:18]1[CH:23]=[CH:22][C:21]([C:24]2[CH:32]=[CH:31][C:27]([C:28](O)=[O:29])=[CH:26][CH:25]=2)=[CH:20][CH:19]=1)([CH3:17])[CH2:9][NH:10][S:11]([CH:14]([CH3:16])[CH3:15])(=[O:13])=[O:12].O1CCOCC1.[CH3:39][NH2:40]. (5) Reactant: [CH:1]1(Br)[CH2:3][CH2:2]1.[Mg].[CH2:6]([N:8]([CH2:27][CH3:28])[C:9]([C:11]1[CH:26]=[CH:25][C:14]([C:15]([C:17]2[CH:18]=[C:19]([O:23][CH3:24])[CH:20]=[CH:21][CH:22]=2)=[O:16])=[CH:13][CH:12]=1)=[O:10])[CH3:7].[Cl-].[NH4+]. Product: [CH:1]1([C:15]([C:14]2[CH:25]=[CH:26][C:11]([C:9](=[O:10])[N:8]([CH2:27][CH3:28])[CH2:6][CH3:7])=[CH:12][CH:13]=2)([C:17]2[CH:22]=[CH:21][CH:20]=[C:19]([O:23][CH3:24])[CH:18]=2)[OH:16])[CH2:3][CH2:2]1. The catalyst class is: 7. (6) Reactant: [CH3:1][C:2]1([CH3:16])[C:6]([CH3:8])([CH3:7])[O:5][B:4]([C:9]2[CH:10]=[CH:11][C:12]([NH2:15])=[N:13][CH:14]=2)[O:3]1.[CH3:17][C:18]([O:21][C:22](O[C:22]([O:21][C:18]([CH3:20])([CH3:19])[CH3:17])=[O:23])=[O:23])([CH3:20])[CH3:19].CCN(CC)CC. Product: [C:18]([O:21][C:22](=[O:23])[NH:15][C:12]1[CH:11]=[CH:10][C:9]([B:4]2[O:3][C:2]([CH3:16])([CH3:1])[C:6]([CH3:7])([CH3:8])[O:5]2)=[CH:14][N:13]=1)([CH3:20])([CH3:19])[CH3:17]. The catalyst class is: 2. (7) Reactant: C([O:3][C:4]([C:6]1[N:7]([CH2:13][O:14][CH2:15][CH2:16][Si:17]([CH3:20])([CH3:19])[CH3:18])[C:8]([C:11]#[N:12])=[N:9][CH:10]=1)=[O:5])C.[OH-:21].[K+].Cl. Product: [C:11]([C:8]1[N:7]([CH2:13][O:14][CH2:15][CH2:16][Si:17]([CH3:20])([CH3:19])[CH3:18])[C:6]([C:4]([OH:3])=[O:5])=[CH:10][N:9]=1)(=[O:21])[NH2:12]. The catalyst class is: 88.